This data is from NCI-60 drug combinations with 297,098 pairs across 59 cell lines. The task is: Regression. Given two drug SMILES strings and cell line genomic features, predict the synergy score measuring deviation from expected non-interaction effect. (1) Drug 1: C1=CC(=CC=C1C#N)C(C2=CC=C(C=C2)C#N)N3C=NC=N3. Drug 2: CNC(=O)C1=NC=CC(=C1)OC2=CC=C(C=C2)NC(=O)NC3=CC(=C(C=C3)Cl)C(F)(F)F. Cell line: MALME-3M. Synergy scores: CSS=0.567, Synergy_ZIP=-0.322, Synergy_Bliss=-2.91, Synergy_Loewe=1.64, Synergy_HSA=-3.50. (2) Drug 1: CCN(CC)CCNC(=O)C1=C(NC(=C1C)C=C2C3=C(C=CC(=C3)F)NC2=O)C. Drug 2: C(=O)(N)NO. Cell line: MCF7. Synergy scores: CSS=0.425, Synergy_ZIP=-0.0959, Synergy_Bliss=0.0366, Synergy_Loewe=-0.878, Synergy_HSA=-0.794. (3) Drug 1: C1=CC(=CC=C1C#N)C(C2=CC=C(C=C2)C#N)N3C=NC=N3. Drug 2: CCC1(CC2CC(C3=C(CCN(C2)C1)C4=CC=CC=C4N3)(C5=C(C=C6C(=C5)C78CCN9C7C(C=CC9)(C(C(C8N6C)(C(=O)OC)O)OC(=O)C)CC)OC)C(=O)OC)O.OS(=O)(=O)O. Cell line: OVCAR3. Synergy scores: CSS=3.51, Synergy_ZIP=0.0669, Synergy_Bliss=3.05, Synergy_Loewe=2.48, Synergy_HSA=0.596.